This data is from TCR-epitope binding with 47,182 pairs between 192 epitopes and 23,139 TCRs. The task is: Binary Classification. Given a T-cell receptor sequence (or CDR3 region) and an epitope sequence, predict whether binding occurs between them. (1) The epitope is GLCTLVAML. The TCR CDR3 sequence is CASSSTGEGGNYEQYF. Result: 0 (the TCR does not bind to the epitope). (2) The TCR CDR3 sequence is CASCQGRGGTDTQYF. The epitope is DPFRLLQNSQVFS. Result: 1 (the TCR binds to the epitope). (3) Result: 0 (the TCR does not bind to the epitope). The epitope is LLFGYPVYV. The TCR CDR3 sequence is CASSQDLVSQPQHF.